This data is from Catalyst prediction with 721,799 reactions and 888 catalyst types from USPTO. The task is: Predict which catalyst facilitates the given reaction. (1) Reactant: [F:1][C:2]1[CH:7]=[CH:6][CH:5]=[CH:4][C:3]=1[C:8]1[N:13]=[C:12]([NH2:14])[C:11]([N+:15]([O-:17])=[O:16])=[CH:10][CH:9]=1.[Br:18]N1C(=O)CCC1=O.O. Product: [Br:18][C:9]1[CH:10]=[C:11]([N+:15]([O-:17])=[O:16])[C:12]([NH2:14])=[N:13][C:8]=1[C:3]1[CH:4]=[CH:5][CH:6]=[CH:7][C:2]=1[F:1]. The catalyst class is: 3. (2) Reactant: C(OC([N:8]1[CH2:13][CH2:12][N:11]([C:14]([C@@H:16]2[CH2:21][CH2:20][CH2:19][N:18]([CH:22]3[CH2:27][CH2:26][N:25]([C:28]([C:30]4[CH:35]=[C:34]([C:36]5[CH:41]=[CH:40][CH:39]=[CH:38][CH:37]=5)[N:33]=[C:32]([C:42]5[CH:47]=[CH:46][CH:45]=[CH:44][CH:43]=5)[CH:31]=4)=[O:29])[CH2:24][CH2:23]3)[CH2:17]2)=[O:15])[CH2:10][CH2:9]1)=O)(C)(C)C.Cl. Product: [C:42]1([C:32]2[CH:31]=[C:30]([C:28]([N:25]3[CH2:24][CH2:23][CH:22]([N:18]4[CH2:19][CH2:20][CH2:21][C@@H:16]([C:14]([N:11]5[CH2:12][CH2:13][NH:8][CH2:9][CH2:10]5)=[O:15])[CH2:17]4)[CH2:27][CH2:26]3)=[O:29])[CH:35]=[C:34]([C:36]3[CH:37]=[CH:38][CH:39]=[CH:40][CH:41]=3)[N:33]=2)[CH:47]=[CH:46][CH:45]=[CH:44][CH:43]=1. The catalyst class is: 13. (3) Reactant: Cl[C:2]1[CH:10]=[C:9]2[C:5]([C:6]([CH2:26][CH2:27][CH2:28][O:29][C:30]3[CH:35]=[C:34]([CH3:36])[C:33]([Cl:37])=[C:32]([CH3:38])[CH:31]=3)=[C:7]([C:11]([NH:13][S:14]([C:17]3[O:21][C:20]([C:22](OC)=[O:23])=[CH:19][CH:18]=3)(=[O:16])=[O:15])=[O:12])[NH:8]2)=[CH:4][CH:3]=1.[BH4-].[Li+].[ClH:41]. Product: [Cl:41][N:8]1[C:9]2[C:5](=[CH:4][CH:3]=[CH:2][CH:10]=2)[C:6]([CH2:26][CH2:27][CH2:28][O:29][C:30]2[CH:35]=[C:34]([CH3:36])[C:33]([Cl:37])=[C:32]([CH3:38])[CH:31]=2)=[C:7]1[C:11]([NH:13][S:14]([C:17]1[O:21][C:20]([CH2:22][OH:23])=[CH:19][CH:18]=1)(=[O:15])=[O:16])=[O:12]. The catalyst class is: 1. (4) Reactant: [O:1]1[CH:5]=[CH:4][CH:3]=[C:2]1[C:6]1[N:11]=[C:10]2[NH:12][N:13]=[C:14](N)[C:9]2=[CH:8][C:7]=1[C:16]1[CH:21]=[CH:20][N:19]=[CH:18][N:17]=1.Cl.N([O-])=O.[Na+].[PH2](O)=O.[OH-].[Na+]. Product: [O:1]1[CH:5]=[CH:4][CH:3]=[C:2]1[C:6]1[N:11]=[C:10]2[NH:12][N:13]=[CH:14][C:9]2=[CH:8][C:7]=1[C:16]1[CH:21]=[CH:20][N:19]=[CH:18][N:17]=1. The catalyst class is: 211. (5) Reactant: [Br:1][C:2]1[CH:3]=[CH:4][C:5]([OH:25])=[C:6]([CH:24]=1)[C:7]([NH:9][C:10]1[S:11][C:12]([C:21](O)=[O:22])=[C:13]([C:15]2[CH:20]=[CH:19][CH:18]=[CH:17][CH:16]=2)[N:14]=1)=[O:8].CN.O.O[N:30]1[C:34]2C=CC=CC=2N=N1.CCN=C=NCCCN(C)C.Cl.Cl. Product: [Br:1][C:2]1[CH:3]=[CH:4][C:5]([OH:25])=[C:6]([CH:24]=1)[C:7]([NH:9][C:10]1[S:11][C:12]([C:21]([NH:30][CH3:34])=[O:22])=[C:13]([C:15]2[CH:20]=[CH:19][CH:18]=[CH:17][CH:16]=2)[N:14]=1)=[O:8]. The catalyst class is: 7.